From a dataset of Reaction yield outcomes from USPTO patents with 853,638 reactions. Predict the reaction yield, written as a fraction of the theoretical maximum amount of product (1.0 means a 100% yield; for example, 0.34 means a 34% yield). (1) The reactants are [Br:1][C:2]1[CH:3]=[C:4]([OH:8])[CH:5]=[CH:6][CH:7]=1.Cl[CH2:10][CH2:11][N:12]1[CH2:16][CH2:15][CH2:14][CH2:13]1.C(=O)([O-])[O-].[K+].[K+]. The catalyst is CN(C=O)C. The product is [Br:1][C:2]1[CH:3]=[C:4]([CH:5]=[CH:6][CH:7]=1)[O:8][CH2:10][CH2:11][N:12]1[CH2:16][CH2:15][CH2:14][CH2:13]1. The yield is 0.430. (2) The reactants are [CH3:1][C:2]1([CH3:16])[C:7]2[CH:8]=[C:9](B(O)O)[CH:10]=[CH:11][C:6]=2[NH:5][C:4](=[O:15])[O:3]1.[Br:17][C:18]1[CH:23]=[C:22]([F:24])[CH:21]=[C:20](Br)[CH:19]=1.C(=O)([O-])[O-].[Na+].[Na+]. The catalyst is COCCOC.O.C1C=CC([P]([Pd]([P](C2C=CC=CC=2)(C2C=CC=CC=2)C2C=CC=CC=2)([P](C2C=CC=CC=2)(C2C=CC=CC=2)C2C=CC=CC=2)[P](C2C=CC=CC=2)(C2C=CC=CC=2)C2C=CC=CC=2)(C2C=CC=CC=2)C2C=CC=CC=2)=CC=1. The product is [Br:17][C:18]1[CH:19]=[C:20]([C:9]2[CH:10]=[CH:11][C:6]3[NH:5][C:4](=[O:15])[O:3][C:2]([CH3:16])([CH3:1])[C:7]=3[CH:8]=2)[CH:21]=[C:22]([F:24])[CH:23]=1. The yield is 0.400. (3) The reactants are [CH3:1][O:2][C:3]1[CH:4]=[C:5]([P:12](Cl)(Cl)=[O:13])[CH:6]=[CH:7][C:8]=1[N+:9]([O-:11])=[O:10].[CH:16]([Mg]Br)=[CH2:17].[CH2:20]1COC[CH2:21]1. No catalyst specified. The product is [CH:20]([P:12](=[O:13])([CH:16]=[CH2:17])[C:5]1[CH:6]=[CH:7][C:8]([N+:9]([O-:11])=[O:10])=[C:3]([O:2][CH3:1])[CH:4]=1)=[CH2:21]. The yield is 0.750. (4) The reactants are C1(S([N:10]2[C:18]3[C:13](=[CH:14][C:15]([F:19])=[CH:16][CH:17]=3)[C:12]([C:20](=[O:38])[CH2:21][CH2:22][NH:23][CH:24]3[CH2:33][C:32]4[C:31]([C:34]([NH2:36])=[O:35])=[CH:30][CH:29]=[C:28]([F:37])[C:27]=4[O:26][CH2:25]3)=[CH:11]2)(=O)=O)C=CC=CC=1.O.C(=O)([O-])[O-].[K+].[K+]. The catalyst is CO. The product is [F:37][C:28]1[C:27]2[O:26][CH2:25][CH:24]([NH:23][CH2:22][CH2:21][C:20]([C:12]3[C:13]4[C:18](=[CH:17][CH:16]=[C:15]([F:19])[CH:14]=4)[NH:10][CH:11]=3)=[O:38])[CH2:33][C:32]=2[C:31]([C:34]([NH2:36])=[O:35])=[CH:30][CH:29]=1. The yield is 0.560. (5) The reactants are [NH2:1][C:2]1[N:3]=[N:4][C:5]([I:8])=[CH:6][CH:7]=1.Cl[CH2:10][C:11]([NH:13][C:14](=[O:18])[O:15][CH2:16][CH3:17])=O.P([O-])([O-])(O)=O.[Na+].[Na+].O. The catalyst is CN(C)C(=O)C. The product is [I:8][C:5]1[CH:6]=[CH:7][C:2]2[N:3]([CH:10]=[C:11]([NH:13][C:14](=[O:18])[O:15][CH2:16][CH3:17])[N:1]=2)[N:4]=1. The yield is 0.810. (6) The reactants are [Cl:1][C:2]1[CH:7]=[CH:6][C:5]([C:8]2=[N:9][C@@H:10]([CH2:24][C:25]([O:27]C)=[O:26])[C:11]3[N:12]([C:20]([CH3:23])=[N:21][N:22]=3)[C:13]3[S:17][C:16]([CH3:18])=[C:15]([CH3:19])[C:14]2=3)=[CH:4][CH:3]=1.O.[OH-].[Li+].Cl. The catalyst is CO. The product is [Cl:1][C:2]1[CH:3]=[CH:4][C:5]([C:8]2=[N:9][C@@H:10]([CH2:24][C:25]([OH:27])=[O:26])[C:11]3[N:12]([C:20]([CH3:23])=[N:21][N:22]=3)[C:13]3[S:17][C:16]([CH3:18])=[C:15]([CH3:19])[C:14]2=3)=[CH:6][CH:7]=1. The yield is 0.870. (7) The reactants are [CH3:1][O:2][C:3]1[CH:4]=[C:5]([N:12]2[CH2:17][CH2:16][NH:15][CH2:14][CH2:13]2)[CH:6]=[CH:7][C:8]=1[N+:9]([O-:11])=[O:10].[CH:18]([S:20]([CH3:23])(=[O:22])=[O:21])=[CH2:19]. The catalyst is O1CCOCC1. The product is [CH3:1][O:2][C:3]1[CH:4]=[C:5]([N:12]2[CH2:17][CH2:16][N:15]([CH2:19][CH2:18][S:20]([CH3:23])(=[O:22])=[O:21])[CH2:14][CH2:13]2)[CH:6]=[CH:7][C:8]=1[N+:9]([O-:11])=[O:10]. The yield is 0.920.